The task is: Regression. Given a peptide amino acid sequence and an MHC pseudo amino acid sequence, predict their binding affinity value. This is MHC class II binding data.. This data is from Peptide-MHC class II binding affinity with 134,281 pairs from IEDB. (1) The peptide sequence is FIRINNLKVKMAQED. The MHC is H-2-IAb with pseudo-sequence H-2-IAb. The binding affinity (normalized) is 0.408. (2) The peptide sequence is KSYVLEGTLTAA. The binding affinity (normalized) is 0.601. The MHC is DRB1_0401 with pseudo-sequence DRB1_0401. (3) The MHC is DRB1_0401 with pseudo-sequence DRB1_0401. The peptide sequence is AVIRGKKGAGGITIK. The binding affinity (normalized) is 0.129. (4) The peptide sequence is KLFEFNRNAIKTLQN. The MHC is DRB1_0901 with pseudo-sequence DRB1_0901. The binding affinity (normalized) is 0.634. (5) The peptide sequence is TVAVGLHFHEMNNGG. The MHC is HLA-DQA10102-DQB10501 with pseudo-sequence HLA-DQA10102-DQB10501. The binding affinity (normalized) is 0.389. (6) The peptide sequence is TEAEDVIPEGWKADTSYESK. The MHC is HLA-DPA10103-DPB10301 with pseudo-sequence HLA-DPA10103-DPB10301. The binding affinity (normalized) is 0. (7) The peptide sequence is IEENGSMRVFVDVIR. The MHC is DRB5_0101 with pseudo-sequence DRB5_0101. The binding affinity (normalized) is 0.223.